Dataset: Reaction yield outcomes from USPTO patents with 853,638 reactions. Task: Predict the reaction yield, written as a fraction of the theoretical maximum amount of product (1.0 means a 100% yield; for example, 0.34 means a 34% yield). (1) The reactants are [N:12]1([C:10]([S:9][S:9][C:10]([N:12]2[CH:16]=[CH:15][CH:14]=[CH:13]2)=[S:11])=[S:11])[CH:16]=[CH:15][CH:14]=[CH:13]1.N([C:19]([C:23]#[N:24])([CH2:21][CH3:22])[CH3:20])=N[C:19]([C:23]#[N:24])([CH2:21][CH3:22])[CH3:20]. The catalyst is C(OCC)(=O)C. The product is [N:12]1([C:10]([S:9][C:19]([C:23]#[N:24])([CH2:21][CH3:22])[CH3:20])=[S:11])[CH:13]=[CH:14][CH:15]=[CH:16]1. The yield is 0.280. (2) The reactants are [NH2:1][C:2]1[CH:7]=[CH:6][C:5]([S:8][C:9]2[CH:24]=[CH:23][C:12]([C:13]([NH:15][C:16]3[CH:21]=[CH:20][C:19]([Br:22])=[CH:18][CH:17]=3)=[O:14])=[CH:11][C:10]=2[N+:25]([O-:27])=[O:26])=[CH:4][CH:3]=1.N1C=CC=CC=1.Cl[C:35]([O:37][CH2:38][C:39]([Cl:42])([Cl:41])[Cl:40])=[O:36]. The catalyst is ClCCl. The product is [Cl:40][C:39]([Cl:42])([Cl:41])[CH2:38][O:37][C:35](=[O:36])[NH:1][C:2]1[CH:7]=[CH:6][C:5]([S:8][C:9]2[CH:24]=[CH:23][C:12]([C:13](=[O:14])[NH:15][C:16]3[CH:21]=[CH:20][C:19]([Br:22])=[CH:18][CH:17]=3)=[CH:11][C:10]=2[N+:25]([O-:27])=[O:26])=[CH:4][CH:3]=1. The yield is 0.830. (3) The reactants are [CH2:1]([CH:4]1[N:10]2[C:11](=[O:14])[O:12][N:13]=[C:9]2[CH2:8][CH2:7][CH2:6][CH2:5]1)[CH:2]=[CH2:3].[CH3:15][CH2:16][O:17][C:18](/[C:20](/Cl)=[N:21]\[OH:22])=[O:19]. The catalyst is C1(C)C=CC=CC=1. The product is [O:14]=[C:11]1[N:10]2[CH:4]([CH2:1][CH:2]3[O:22][N:21]=[C:20]([C:18]([O:17][CH2:16][CH3:15])=[O:19])[CH2:3]3)[CH2:5][CH2:6][CH2:7][CH2:8][C:9]2=[N:13][O:12]1. The yield is 0.750. (4) The reactants are [C:1]([C:3]1[CH:4]=[C:5]([CH:9]=[CH:10][C:11]=1[O:12][CH:13]([CH3:15])[CH3:14])[C:6]([OH:8])=O)#[N:2].C1C=CC2N(O)N=NC=2C=1.CCN=C=NCCCN(C)C.O[NH:38][C:39]([C:41]1[C:50]2[CH2:49][CH2:48][CH2:47][C@@H:46]([OH:51])[C:45]=2[CH:44]=[CH:43][CH:42]=1)=[NH:40]. The catalyst is CN(C=O)C.CC(=O)OCC. The product is [OH:51][C@@H:46]1[CH2:47][CH2:48][CH2:49][C:50]2[C:41]([C:39]3[N:38]=[C:6]([C:5]4[CH:9]=[CH:10][C:11]([O:12][CH:13]([CH3:15])[CH3:14])=[C:3]([CH:4]=4)[C:1]#[N:2])[O:8][N:40]=3)=[CH:42][CH:43]=[CH:44][C:45]1=2. The yield is 0.424. (5) The reactants are [CH3:1][O:2][C:3]1[CH:8]=[CH:7][N:6]=[C:5]([CH2:9][O:10][C:11]2[NH:15][N:14]=[C:13]([NH2:16])[CH:12]=2)[CH:4]=1.Cl[C:18]1[CH:23]=[CH:22][N:21]=[C:20]([NH:24][CH2:25][C:26]2[O:30][N:29]=[C:28]([CH3:31])[CH:27]=2)[N:19]=1. The catalyst is C(O)C. The product is [CH3:1][O:2][C:3]1[CH:8]=[CH:7][N:6]=[C:5]([CH2:9][O:10][C:11]2[NH:15][N:14]=[C:13]([NH:16][C:18]3[CH:23]=[CH:22][N:21]=[C:20]([NH:24][CH2:25][C:26]4[O:30][N:29]=[C:28]([CH3:31])[CH:27]=4)[N:19]=3)[CH:12]=2)[CH:4]=1. The yield is 0.270. (6) The reactants are [CH3:1][Si]([N-][Si](C)(C)C)(C)C.[Li+].[Br:11][C:12]1[CH:21]=[C:20]2[C:15]([CH2:16][CH2:17][C:18]([CH3:24])([CH3:23])[C:19]2=O)=[CH:14][CH:13]=1. The catalyst is C[P+](C1C=CC=CC=1)(C1C=CC=CC=1)C1C=CC=CC=1.[Br-].C1(C)C=CC=CC=1. The product is [Br:11][C:12]1[CH:21]=[C:20]2[C:15]([CH2:16][CH2:17][C:18]([CH3:24])([CH3:23])[C:19]2=[CH2:1])=[CH:14][CH:13]=1. The yield is 0.930. (7) The yield is 0.503. The catalyst is [Br-].C[P+](C1C=CC=CC=1)(C1C=CC=CC=1)C1C=CC=CC=1. The reactants are [H-].[Na+].[CH:3]([C:5]1[CH:6]=[CH:7][C:8]([O:13][C:14]2[CH:19]=[CH:18][CH:17]=[C:16]([C:20]([F:23])([F:22])[F:21])[CH:15]=2)=[C:9]([CH:12]=1)[C:10]#[N:11])=O.[CH2:24]1COCC1. The product is [CH:3]([C:5]1[CH:6]=[CH:7][C:8]([O:13][C:14]2[CH:19]=[CH:18][CH:17]=[C:16]([C:20]([F:23])([F:22])[F:21])[CH:15]=2)=[C:9]([CH:12]=1)[C:10]#[N:11])=[CH2:24].